Dataset: Drug-target binding data from BindingDB using Kd measurements. Task: Regression. Given a target protein amino acid sequence and a drug SMILES string, predict the binding affinity score between them. We predict pKd (pKd = -log10(Kd in M); higher means stronger binding). Dataset: bindingdb_kd. (1) The drug is CCOc1ccc(/C=C2\SC(=S)N(CCN)C2=O)cc1. The target protein sequence is MAAAAAAGPEMVRGQVFDVGPRYTNLSYIGEGAYGMVCSAYDNLNKVRVAIKKISPFEHQTYCQRTLREIKILLRFRHENIIGINDIIRAPTIEQMKDVYIVQDLMETDLYKLLKTQHLSNDHICYFLYQILRGLKYIHSANVLHRDLKPSNLLLNATCDLKICDFGLARVADPDHDHTGFLTEYVATRWYRAPEIMLNSKGYTKSIDIWSVGCILAEMLSNRPIFPGKHYLDQLNHILGILGSPSQEDLNCIINLKARNYLLSLPHKNKVPWNRLFPNADSKALDLLDKMLTFNPHKRIEVEQALAHPYLEQYYDPSDEPIAEAPFKFDMELDDLPKEKLKELIFEETARFQPGYRS. The pKd is 5.2. (2) The drug is Cc1nc[nH]c1CSCCNC(=N)NCCCc1nccs1. The target protein (P47747) has sequence MAFNGTVPSFCMDFTVYKVTISVILIILILVTVAGNVVVCLAVGLNRRLRSLTNCFIVSLAVTDLLLGLLVLPFSAIYQLSCKWSFSKVFCNIYTSLDVMLCTASILNLFMISLDRYCAVTDPLRYPVLITPARVAISLVFIWVISITLSFLSIHLGWNSRNETSKDNDTIVKCKVQVNEVYGLVDGLVTFYLPLLIMCITYFRIFKIAREQARRINHIGSWKAATIREHKATVTLAAVMGAFIICWFPYFTVFVYRGLKGDDAVNEVFEDVVLWLGYANSALNPILYAALNRDFRTAYHQLFCCRLASHNSHETSLRLNNSQLNRSQCQEPRWQEDKPLNLQVWSGTEVTAPQGATNR. The pKd is 6.5. (3) The compound is Cn1cnc2c(F)c(Nc3ccc(Br)cc3Cl)c(C(=O)NOCCO)cc21. The target is PFCDPK1(Pfalciparum). The pKd is 5.0. (4) The small molecule is COc1cc(Oc2ccnc3cc(OC)c(OC)cc23)ccc1NC(=O)NC(C)c1nccs1. The target protein (P06241) has sequence MGCVQCKDKEATKLTEERDGSLNQSSGYRYGTDPTPQHYPSFGVTSIPNYNNFHAAGGQGLTVFGGVNSSSHTGTLRTRGGTGVTLFVALYDYEARTEDDLSFHKGEKFQILNSSEGDWWEARSLTTGETGYIPSNYVAPVDSIQAEEWYFGKLGRKDAERQLLSFGNPRGTFLIRESETTKGAYSLSIRDWDDMKGDHVKHYKIRKLDNGGYYITTRAQFETLQQLVQHYSERAAGLCCRLVVPCHKGMPRLTDLSVKTKDVWEIPRESLQLIKRLGNGQFGEVWMGTWNGNTKVAIKTLKPGTMSPESFLEEAQIMKKLKHDKLVQLYAVVSEEPIYIVTEYMNKGSLLDFLKDGEGRALKLPNLVDMAAQVAAGMAYIERMNYIHRDLRSANILVGNGLICKIADFGLARLIEDNEYTARQGAKFPIKWTAPEAALYGRFTIKSDVWSFGILLTELVTKGRVPYPGMNNREVLEQVERGYRMPCPQDCPISLHELMI.... The pKd is 5.2. (5) The small molecule is CC[C@H](C)[C@H](NC(=O)[C@H](CCCCN)NC(=O)[C@H](Cc1cnc[nH]1)NC(=O)[C@H](CCCNC(=N)N)NC(=O)[C@H](CCC(=O)O)NC(=O)[C@@H](NC(=O)[C@H](CC(C)C)NC(=O)[C@@H](N)CS)[C@@H](C)O)C(=O)N[C@H](CCOC(C(F)(F)F)(C(F)(F)F)C(F)(F)F)C(=O)N[C@@H](Cc1cnc[nH]1)C(=O)N[C@@H](CCCNC(=N)N)C(=O)N[C@@H](CC(C)C)C(=O)N[C@@H](CC(C)C)C(=O)N[C@@H](CCC(N)=O)C(=O)N[C@@H](CCC(=O)O)C(=O)O. The target protein sequence is IRKDRRGGRMLKHKRQRDDGEGRGEVGSAGDMRAANLWPSPLMIKRSKKNSLALSLTADQMVSALLDAEPPILYSEYDPTRPFSEASMMGLLTNLADRELVHMINWAKRVPGFVDLTLHDQVHLLECAWLEILMIGLVWRSMEHPGKLLFAPNLLLDRNQGKCVEGMVEIFDMLLATSSRFRMMNLQGEEFVCLKSIILLNSGVYTFLSSTLKSLEEKDHIHRVLDKITDTLIHLMAKAGLTLQQQHQRLAQLLLILSHIRHMSNKGMEHLYSMKCKNVVPLYDLLLEMLDAHRLHAPTSRGGASVEETDQSHLATAGSTSSHSLQKYYITGEAEGFPATV. The pKd is 4.4. (6) The compound is Cc1sc2c(c1C)C(c1ccc(Cl)cc1)=N[C@@H](CC(=O)OC(C)(C)C)c1nnc(C)n1-2. The target protein sequence is NPPPPETSNPNKPKRQTNQLQYLLRVVLKTLWKHQFAWPFQQPVDAVKLNLPDYYKIIKTPMDMGTIKKRLENNYYWNAQECIQDFNTMFTNCYIYNKPGDDIVLMAEALEKLFLQKINELPT. The pKd is 7.8. (7) The small molecule is CSCC[C@H](NC(=O)[C@@H](NC(=O)[C@@H](NC(=O)[C@H](CCC(=O)O)NC(=O)[C@H](Cc1c[nH]c2ccccc12)NC(=O)[C@H](CCC(=O)O)NC(=O)[C@H](CCC(=O)O)NC(=O)[C@@H](N)CCC(N)=O)[C@@H](C)O)C(C)C)C(=O)O. The target protein sequence is NENEPREADKSHPEQRELRPRLCTMKKGPSGYGFNLHSDKSKPGQFIRSVDPDSPAEASGLRAQDRIVEVNGVCMEGKQHGDVVSAIRAGGDETKLLVVDRETDEFFKKCRVIPSQEHLNGPLPVPFTNGEIQKENSREALAEAALESPRPALVRSASSDTSEELNSQ. The pKd is 5.0. (8) The compound is CC(C)NCC(O)COc1cccc2ccccc12. The target protein (P02768) has sequence MKWVTFISLLFLFSSAYSRGVFRRDAHKSEVAHRFKDLGEENFKALVLIAFAQYLQQCPFEDHVKLVNEVTEFAKTCVADESAENCDKSLHTLFGDKLCTVATLRETYGEMADCCAKQEPERNECFLQHKDDNPNLPRLVRPEVDVMCTAFHDNEETFLKKYLYEIARRHPYFYAPELLFFAKRYKAAFTECCQAADKAACLLPKLDELRDEGKASSAKQRLKCASLQKFGERAFKAWAVARLSQRFPKAEFAEVSKLVTDLTKVHTECCHGDLLECADDRADLAKYICENQDSISSKLKECCEKPLLEKSHCIAEVENDEMPADLPSLAADFVESKDVCKNYAEAKDVFLGMFLYEYARRHPDYSVVLLLRLAKTYETTLEKCCAAADPHECYAKVFDEFKPLVEEPQNLIKQNCELFEQLGEYKFQNALLVRYTKKVPQVSTPTLVEVSRNLGKVGSKCCKHPEAKRMPCAEDYLSVVLNQLCVLHEKTPVSDRVTKC.... The pKd is 3.2.